Task: Binary Classification. Given a drug SMILES string, predict its activity (active/inactive) in a high-throughput screening assay against a specified biological target.. Dataset: Orexin1 receptor HTS with 218,158 compounds and 233 confirmed actives (1) The compound is OCCN1CCN(CC1)c1c([N+]([O-])=O)cc(cc1)c1nn(c(=O)c2c1cccc2)C. The result is 0 (inactive). (2) The compound is Brc1cc2cc(S(=O)(=O)c3ccc(C(C)C)cc3)c(oc2cc1)=O. The result is 0 (inactive). (3) The drug is Clc1c(OC)cc(NS(=O)(=O)c2c(c(c(OC)cc2)C)C)c(OC)c1. The result is 0 (inactive). (4) The compound is S1(=O)(=O)C(c2c(c3c(C1)cccc3)cccc2)C(=O)N(C)C. The result is 0 (inactive). (5) The result is 0 (inactive). The compound is S(=O)(=O)(N1CCC(CC1)C(=O)NCCC(=O)NCc1ccncc1)c1ccc(NC(=O)C)cc1.